Dataset: Catalyst prediction with 721,799 reactions and 888 catalyst types from USPTO. Task: Predict which catalyst facilitates the given reaction. Reactant: Br[CH:2]([C:8]1[CH:13]=[CH:12][CH:11]=[CH:10][CH:9]=1)[C:3]([O:5]CC)=[O:4].[NH2:14][C:15]1[CH:19]=[CH:18][S:17][C:16]=1[C:20](=[O:22])[CH3:21].[OH-].[Na+]. Product: [C:20]([C:16]1[S:17][CH:18]=[CH:19][C:15]=1[NH:14][CH:2]([C:8]1[CH:9]=[CH:10][CH:11]=[CH:12][CH:13]=1)[C:3]([OH:5])=[O:4])(=[O:22])[CH3:21]. The catalyst class is: 10.